This data is from Full USPTO retrosynthesis dataset with 1.9M reactions from patents (1976-2016). The task is: Predict the reactants needed to synthesize the given product. (1) Given the product [Br:1][C:2]1[C:7]2[CH:8]=[C:9]([Si:12]([CH3:15])([CH3:14])[CH3:13])[S:10][C:6]=2[CH:5]=[CH:4][CH:3]=1, predict the reactants needed to synthesize it. The reactants are: [Br:1][C:2]1[C:7]2[CH:8]=[CH:9][S:10][C:6]=2[CH:5]=[CH:4][CH:3]=1.Cl[Si:12]([CH3:15])([CH3:14])[CH3:13].[Li+].CC([N-]C(C)C)C.C1COCC1.CCCCCCC. (2) The reactants are: [CH3:1]C(OI1(OC(C)=O)(OC(C)=O)OC(=O)C2C=CC=CC1=2)=O.[O:23]1[C:32]2[C:27](=[CH:28][CH:29]=[CH:30][CH:31]=2)[CH:26]([CH2:33][CH:34]([C:36]([F:39])([F:38])[F:37])[OH:35])[CH2:25][CH2:24]1.C(=O)(O)[O-].[Na+].S([O-])([O-])(=O)=S.[Na+].[Na+]. Given the product [CH3:1][C:26]1([CH2:33][C:34](=[O:35])[C:36]([F:37])([F:38])[F:39])[C:27]2[C:32](=[CH:31][CH:30]=[CH:29][CH:28]=2)[O:23][CH2:24][CH2:25]1, predict the reactants needed to synthesize it. (3) Given the product [NH2:1][C:2]1[C:7]2=[C:8]([C:19]3[CH:24]=[CH:23][C:22]([NH:25][C:26]4[NH:35][C:29]5=[N:30][C:31]([C:37]6[CH:42]=[CH:41][C:40]([CH3:43])=[CH:39][CH:38]=6)=[CH:32][CH:33]=[C:28]5[N:27]=4)=[CH:21][CH:20]=3)[C:9]([C:11]([NH:13][CH2:14][C:15]([F:18])([F:17])[F:16])=[O:12])=[CH:10][N:6]2[N:5]=[CH:4][N:3]=1, predict the reactants needed to synthesize it. The reactants are: [NH2:1][C:2]1[C:7]2=[C:8]([C:19]3[CH:24]=[CH:23][C:22]([NH:25][C:26]4[NH:35][C:29]5=[N:30][C:31](Cl)=[CH:32][CH:33]=[C:28]5[N:27]=4)=[CH:21][CH:20]=3)[C:9]([C:11]([NH:13][CH2:14][C:15]([F:18])([F:17])[F:16])=[O:12])=[CH:10][N:6]2[N:5]=[CH:4][N:3]=1.B(O)(O)[C:37]1[CH:38]=[CH:39][C:40]([CH3:43])=[CH:41][CH:42]=1.C(=O)([O-])[O-].[K+].[K+]. (4) Given the product [Cl:1][C:2]1[CH:7]=[C:6]([Cl:8])[CH:5]=[CH:4][C:3]=1[O:9][CH2:11][CH2:12][CH2:13][NH:14][C:15](=[O:21])[O:16][C:17]([CH3:20])([CH3:19])[CH3:18], predict the reactants needed to synthesize it. The reactants are: [Cl:1][C:2]1[CH:7]=[C:6]([Cl:8])[CH:5]=[CH:4][C:3]=1[OH:9].Br[CH2:11][CH2:12][CH2:13][NH:14][C:15](=[O:21])[O:16][C:17]([CH3:20])([CH3:19])[CH3:18].[I-].[K+].[OH-].[Na+]. (5) The reactants are: [NH:1]1[C:5]([C:6]2[CH:7]=[C:8]([CH:10]=[CH:11][CH:12]=2)[NH2:9])=[N:4][N:3]=[N:2]1.[C:13]([C:16]1[CH:17]=[C:18]([CH:22]=[CH:23][CH:24]=1)[C:19](O)=[O:20])(=[O:15])[CH3:14]. Given the product [C:13]([C:16]1[CH:17]=[C:18]([CH:22]=[CH:23][CH:24]=1)[C:19]([NH:9][C:8]1[CH:10]=[CH:11][CH:12]=[C:6]([C:5]2[NH:1][N:2]=[N:3][N:4]=2)[CH:7]=1)=[O:20])(=[O:15])[CH3:14], predict the reactants needed to synthesize it. (6) Given the product [CH:1]([C:4]1[CH:5]=[CH:6][C:7]([C:10]2[CH:15]=[CH:14][N:13]=[C:12]([C:16]3[CH:17]=[C:18]([CH:24]=[CH:25][CH:26]=3)[C:19]([OH:21])=[O:20])[CH:11]=2)=[CH:8][CH:9]=1)([CH3:3])[CH3:2], predict the reactants needed to synthesize it. The reactants are: [CH:1]([C:4]1[CH:9]=[CH:8][C:7]([C:10]2[CH:15]=[CH:14][N:13]=[C:12]([C:16]3[CH:17]=[C:18]([CH:24]=[CH:25][CH:26]=3)[C:19]([O:21]CC)=[O:20])[CH:11]=2)=[CH:6][CH:5]=1)([CH3:3])[CH3:2].O.[OH-].[Li+]. (7) Given the product [CH3:1][O:2][C:3]([C@@H:5]1[CH2:9][C@@H:8]([O:10][Si:11]([C:14]([CH3:17])([CH3:16])[CH3:15])([CH3:13])[CH3:12])[CH2:7][N:6]1[CH3:20])=[O:4], predict the reactants needed to synthesize it. The reactants are: [CH3:1][O:2][C:3]([C@@H:5]1[CH2:9][C@@H:8]([O:10][Si:11]([C:14]([CH3:17])([CH3:16])[CH3:15])([CH3:13])[CH3:12])[CH2:7][NH:6]1)=[O:4].[H][H].[CH3:20]O. (8) Given the product [Cl:1][C:2]1[CH:7]=[CH:6][C:5]([CH:8]2[CH2:13][C:12](=[O:14])[N:11]([CH3:29])[C:10]([CH3:15])=[C:9]2[C:16]([O:27][CH3:28])=[O:18])=[C:4]([F:19])[CH:3]=1, predict the reactants needed to synthesize it. The reactants are: [Cl:1][C:2]1[CH:7]=[CH:6][C:5]([CH:8]2[CH2:13][C:12](=[O:14])[NH:11][C:10]([CH3:15])=[C:9]2[C:16]([OH:18])=O)=[C:4]([F:19])[CH:3]=1.[H-].[Na+].COS([O:27][CH3:28])(=O)=O.[CH3:29]N(C=O)C. (9) Given the product [C:26]1([N:30]2[C:29]([SH:31])=[N:28][N:5]=[C:6]2[CH2:7][CH2:8][CH2:9][CH2:4][CH2:3][CH2:2][CH3:11])[CH:25]=[CH:24][CH:33]=[CH:32][CH:27]=1, predict the reactants needed to synthesize it. The reactants are: S1[C:5]2[CH:6]=[CH:7][CH:8]=[CH:9][C:4]=2[C:3](=O)[NH:2]1.[C:11]1(S(=S)([O-])=O)C=CC=CC=1.[Na+].[Te].C[C:24]1[CH:33]=[CH:32][C:27]2[N:28]=[C:29]([SH:31])[NH:30][C:26]=2[CH:25]=1.